Predict the product of the given reaction. From a dataset of Forward reaction prediction with 1.9M reactions from USPTO patents (1976-2016). (1) Given the reactants C([O:4][CH2:5][CH2:6][CH2:7][C:8]1[CH:13]=[CH:12][CH:11]=[C:10]([C:14]2[C:23]3[CH2:22][CH2:21][C@H:20]4[C@H:24]([CH3:31])[C:25](=[O:30])[CH:26]([C:28]#[N:29])[CH2:27][C@:19]4([C:32]4[CH:37]=[CH:36][CH:35]=[CH:34][CH:33]=4)[C:18]=3[N:17]=[C:16]([CH3:38])[N:15]=2)[CH:9]=1)(=O)C.C[O-].[Na+], predict the reaction product. The product is: [OH:4][CH2:5][CH2:6][CH2:7][C:8]1[CH:9]=[C:10]([C:14]2[C:23]3[CH2:22][CH2:21][C@H:20]4[C@H:24]([CH3:31])[C:25](=[O:30])[CH:26]([C:28]#[N:29])[CH2:27][C@:19]4([C:32]4[CH:33]=[CH:34][CH:35]=[CH:36][CH:37]=4)[C:18]=3[N:17]=[C:16]([CH3:38])[N:15]=2)[CH:11]=[CH:12][CH:13]=1. (2) Given the reactants [Cl:1][C:2]1[C:3](F)=[C:4]([I:14])[C:5]([O:11][CH2:12][CH3:13])=[C:6]([C:8](=[O:10])[CH3:9])[CH:7]=1.[CH2:16](O)CO, predict the reaction product. The product is: [Cl:1][C:2]1[C:3]([CH3:16])=[C:4]([I:14])[C:5]([O:11][CH2:12][CH3:13])=[C:6]([CH:8]([OH:10])[CH3:9])[CH:7]=1. (3) The product is: [O:31]1[CH2:32][CH2:33][C:29]([C:26]2[CH:25]=[CH:24][C:23]([C:7]3[CH:6]=[CH:5][C:4]([N:9]4[CH2:13][C@H:12]([CH2:14][N:15]5[CH:19]=[CH:18][N:17]=[N:16]5)[O:11][C:10]4=[O:20])=[CH:3][C:2]=3[F:1])=[CH:28][CH:27]=2)=[N:30]1. Given the reactants [F:1][C:2]1[CH:3]=[C:4]([N:9]2[CH2:13][C@H:12]([CH2:14][N:15]3[CH:19]=[CH:18][N:17]=[N:16]3)[O:11][C:10]2=[O:20])[CH:5]=[CH:6][C:7]=1I.C[Sn](C)(C)[C:23]1[CH:28]=[CH:27][C:26]([C:29]2[CH2:33][CH2:32][O:31][N:30]=2)=[CH:25][CH:24]=1, predict the reaction product.